From a dataset of Full USPTO retrosynthesis dataset with 1.9M reactions from patents (1976-2016). Predict the reactants needed to synthesize the given product. Given the product [F:1][C:2]1[CH:21]=[CH:20][C:5]2[C:6]([C:9]3[CH:10]=[C:11]([CH:12]=[CH:13][CH:14]=3)[O:15][CH2:16][CH:17]([OH:18])[CH2:19][NH:34][C@@H:27]3[C:28]4[C:33](=[CH:32][CH:31]=[CH:30][CH:29]=4)[CH2:25][CH:26]3[OH:35])=[N:7][O:8][C:4]=2[CH:3]=1, predict the reactants needed to synthesize it. The reactants are: [F:1][C:2]1[CH:21]=[CH:20][C:5]2[C:6]([C:9]3[CH:14]=[CH:13][CH:12]=[C:11]([O:15][CH2:16][C@H:17]4[CH2:19][O:18]4)[CH:10]=3)=[N:7][O:8][C:4]=2[CH:3]=1.C(O)C.[CH2:25]1[C:33]2[C:28](=[CH:29][CH:30]=[CH:31][CH:32]=2)[C@H:27]([NH2:34])[C@@H:26]1[OH:35].